From a dataset of Full USPTO retrosynthesis dataset with 1.9M reactions from patents (1976-2016). Predict the reactants needed to synthesize the given product. (1) Given the product [C:20]([C:24]1[CH:29]=[CH:28][C:41]([O:44][C:27]2[CH:26]=[CH:25][C:24]([C:20]3[O:21][C:22]([CH3:23])=[C:18]([CH2:17][CH2:16][O:15][C:12]4[CH:11]=[CH:10][C:9]([O:8][C:5]([CH3:7])([CH3:6])[C:4]([OH:3])=[O:31])=[CH:14][CH:13]=4)[N:19]=3)=[CH:29][CH:28]=2)=[CH:26][CH:25]=1)(=[O:21])[C:32]1[CH:37]=[CH:36][CH:35]=[CH:34][CH:33]=1, predict the reactants needed to synthesize it. The reactants are: C([O:3][C:4](=[O:31])[C:5]([O:8][C:9]1[CH:14]=[CH:13][C:12]([O:15][CH2:16][CH2:17][C:18]2[N:19]=[C:20]([C:24]3[CH:29]=[CH:28][C:27](Br)=[CH:26][CH:25]=3)[O:21][C:22]=2[CH3:23])=[CH:11][CH:10]=1)([CH3:7])[CH3:6])C.[C:32]1(B(O)O)[CH:37]=[CH:36][CH:35]=[CH:34][CH:33]=1.[C:41]([O-:44])([O-])=O.[K+].[K+].[I-].[K+]. (2) Given the product [Cl:34][C:31]1[CH:32]=[CH:33][C:28]([C:27]2[C:22]([C:17]3[CH:16]=[CH:15][C:14]4[C:19](=[CH:20][CH:21]=[C:12]([C:10]5[N:9]([CH:36]6[CH2:41][CH2:40][CH2:39][CH2:38][CH2:37]6)[C:8]6[CH:42]=[CH:43][C:5]([C:3]([OH:2])=[O:4])=[CH:6][C:7]=6[N:11]=5)[CH:13]=4)[N:18]=3)=[CH:23][C:24]([O:35][CH2:47][CH2:48][O:49][CH3:50])=[CH:25][CH:26]=2)=[CH:29][CH:30]=1, predict the reactants needed to synthesize it. The reactants are: C[O:2][C:3]([C:5]1[CH:43]=[CH:42][C:8]2[N:9]([CH:36]3[CH2:41][CH2:40][CH2:39][CH2:38][CH2:37]3)[C:10]([C:12]3[CH:13]=[C:14]4[C:19](=[CH:20][CH:21]=3)[N:18]=[C:17]([C:22]3[C:27]([C:28]5[CH:33]=[CH:32][C:31]([Cl:34])=[CH:30][CH:29]=5)=[CH:26][CH:25]=[C:24]([OH:35])[CH:23]=3)[CH:16]=[CH:15]4)=[N:11][C:7]=2[CH:6]=1)=[O:4].[H-].[Na+].Br[CH2:47][CH2:48][O:49][CH3:50]. (3) Given the product [F:1][C:2]1[CH:7]=[CH:6][C:5]([C:8]2[C:17]([N:18]([CH3:22])[CH:19]([CH3:21])[CH3:20])=[N:16][C:15]3[C:10](=[CH:11][C:12]([O:27][CH3:28])=[C:13]([C:23]([OH:25])=[O:24])[CH:14]=3)[N:9]=2)=[CH:4][CH:3]=1, predict the reactants needed to synthesize it. The reactants are: [F:1][C:2]1[CH:7]=[CH:6][C:5]([C:8]2[C:17]([N:18]([CH3:22])[CH:19]([CH3:21])[CH3:20])=[N:16][C:15]3[C:10](=[CH:11][C:12]([O:27][CH3:28])=[C:13]([C:23]([O:25]C)=[O:24])[CH:14]=3)[N:9]=2)=[CH:4][CH:3]=1.[OH-].[Na+]. (4) Given the product [O:1]1[C:5]2([CH2:10][CH2:9][CH:8]([N:11]3[C:15]4=[N:16][CH:17]=[N:18][C:19]([NH2:20])=[C:14]4[C:13]([C:30]4[CH:42]=[CH:41][C:33]([O:34][C:35]5[N:36]=[CH:37][CH:38]=[CH:39][N:40]=5)=[CH:32][CH:31]=4)=[N:12]3)[CH2:7][CH2:6]2)[O:4][CH2:3][CH2:2]1, predict the reactants needed to synthesize it. The reactants are: [O:1]1[C:5]2([CH2:10][CH2:9][CH:8]([N:11]3[C:15]4=[N:16][CH:17]=[N:18][C:19]([NH2:20])=[C:14]4[C:13](I)=[N:12]3)[CH2:7][CH2:6]2)[O:4][CH2:3][CH2:2]1.CC1(C)C(C)(C)OB([C:30]2[CH:42]=[CH:41][C:33]([O:34][C:35]3[N:40]=[CH:39][CH:38]=[CH:37][N:36]=3)=[CH:32][CH:31]=2)O1.C(=O)([O-])[O-].[Na+].[Na+]. (5) Given the product [CH3:19][C:20]1[C:24]([C:2]2[S:6][CH:5]=[C:4]([C:7]([N:9]3[CH:18]4[CH:13]([CH2:14][CH2:15][CH2:16][CH2:17]4)[CH2:12][CH2:11][CH2:10]3)=[O:8])[CH:3]=2)=[CH:23][NH:22][N:21]=1, predict the reactants needed to synthesize it. The reactants are: Br[C:2]1[S:6][CH:5]=[C:4]([C:7]([N:9]2[C@@H:18]3[C@@H:13]([CH2:14][CH2:15][CH2:16][CH2:17]3)[CH2:12][CH2:11][CH2:10]2)=[O:8])[CH:3]=1.[CH3:19][C:20]1[C:24](B2OC(C)(C)C(C)(C)O2)=[CH:23][NH:22][N:21]=1.C(=O)([O-])[O-].[Cs+].[Cs+].O. (6) Given the product [Cl:1][C:2]1[CH:3]=[C:4]([N:10]2[CH:22]([CH:23]3[CH2:24][CH2:25][CH2:26][CH2:27]3)[CH:21]3[C:12]([C:13]4[CH:14]=[CH:15][C:16]([C:28]([N:32]5[CH2:37][CH2:36][S:35](=[O:39])(=[O:38])[CH2:34][CH2:33]5)=[O:30])=[N:17][C:18]=4[CH2:19][CH2:20]3)=[N:11]2)[CH:5]=[CH:6][C:7]=1[C:8]#[N:9], predict the reactants needed to synthesize it. The reactants are: [Cl:1][C:2]1[CH:3]=[C:4]([N:10]2[CH:22]([CH:23]3[CH2:27][CH2:26][CH2:25][CH2:24]3)[CH:21]3[C:12]([C:13]4[CH:14]=[CH:15][C:16]([C:28]([OH:30])=O)=[N:17][C:18]=4[CH2:19][CH2:20]3)=[N:11]2)[CH:5]=[CH:6][C:7]=1[C:8]#[N:9].Cl.[NH:32]1[CH2:37][CH2:36][S:35](=[O:39])(=[O:38])[CH2:34][CH2:33]1.CCN(C(C)C)C(C)C.CN(C(ON1N=NC2C=CC=NC1=2)=[N+](C)C)C.F[P-](F)(F)(F)(F)F. (7) Given the product [Cl:17][C:14]1[CH:13]=[CH:12][C:11]([C@H:10]([NH2:18])[C@@H:9]([C:27]2[CH:32]=[CH:31][C:30]([Cl:33])=[CH:29][CH:28]=2)[NH2:8])=[CH:16][CH:15]=1, predict the reactants needed to synthesize it. The reactants are: ClC1C=CC(C([NH:8][C@@H:9]([C:27]2[CH:32]=[CH:31][C:30]([Cl:33])=[CH:29][CH:28]=2)[CH:10]([N:18]=CC2C=CC(Cl)=CC=2)[C:11]2[CH:16]=[CH:15][C:14]([Cl:17])=[CH:13][CH:12]=2)=O)=CC=1. (8) Given the product [Cl:1][C:2]1[CH:3]=[C:4]([N:18]2[C:23](=[O:24])[NH:22][C:21](=[O:25])[CH:20]=[N:19]2)[CH:5]=[C:6]([Cl:17])[C:7]=1[O:8][C:9]1[CH:14]=[CH:13][C:12]([O:15][CH3:16])=[C:11]([CH:38]=[O:39])[CH:10]=1, predict the reactants needed to synthesize it. The reactants are: [Cl:1][C:2]1[CH:3]=[C:4]([N:18]2[C:23](=[O:24])[NH:22][C:21](=[O:25])[CH:20]=[N:19]2)[CH:5]=[C:6]([Cl:17])[C:7]=1[O:8][C:9]1[CH:14]=[CH:13][C:12]([O:15][CH3:16])=[CH:11][CH:10]=1.C1N2CN3CN(C2)CN1C3.FC(F)(F)[C:38](O)=[O:39].